Dataset: Full USPTO retrosynthesis dataset with 1.9M reactions from patents (1976-2016). Task: Predict the reactants needed to synthesize the given product. Given the product [CH3:18][O:19][C:20]1[CH:27]=[CH:26][CH:25]=[CH:24][C:21]=1[CH2:22][N:12]1[C:13]([CH3:17])([CH3:16])[C:14](=[O:15])[N:11]1[CH:2]1[CH:3]2[CH2:4][CH:5]3[CH2:6][CH:7]([CH2:8][CH:1]1[CH2:10]3)[CH2:9]2, predict the reactants needed to synthesize it. The reactants are: [CH:1]12[CH2:10][CH:5]3[CH2:6][CH:7]([CH2:9][CH:3]([CH2:4]3)[CH:2]1[N:11]1[C:14](=[O:15])[C:13]([CH3:17])([CH3:16])[NH:12]1)[CH2:8]2.[CH3:18][O:19][C:20]1[CH:27]=[CH:26][CH:25]=[CH:24][C:21]=1[CH2:22]Br.